From a dataset of Full USPTO retrosynthesis dataset with 1.9M reactions from patents (1976-2016). Predict the reactants needed to synthesize the given product. (1) Given the product [NH:8]1[CH2:9][CH2:10][CH:11]([N:14]2[C:27]3[CH:26]=[CH:25][C:24]([C:28]4[CH:33]=[CH:32][CH:31]=[CH:30][C:29]=4[NH:34][C:35](=[O:37])[CH3:36])=[CH:23][C:22]=3[O:21][C:20]3[C:15]2=[CH:16][CH:17]=[CH:18][CH:19]=3)[CH2:12][CH2:13]1.[C:70]([OH:76])([C:72]([F:75])([F:74])[F:73])=[O:71], predict the reactants needed to synthesize it. The reactants are: C(OC([N:8]1[CH2:13][CH2:12][CH:11]([N:14]2[C:27]3[CH:26]=[CH:25][C:24]([C:28]4[CH:33]=[CH:32][CH:31]=[CH:30][C:29]=4[NH:34][C:35](=[O:37])[CH3:36])=[CH:23][C:22]=3[O:21][C:20]3[C:15]2=[CH:16][CH:17]=[CH:18][CH:19]=3)[CH2:10][CH2:9]1)=O)(C)(C)C.C(OC(N1CCC(N2C3C=CC(C4NN=NN=4)=CC=3OC3C2=CC=CC=3)CC1)=O)(C)(C)C.[C:70]([OH:76])([C:72]([F:75])([F:74])[F:73])=[O:71].Cl. (2) Given the product [CH:13](=[C:11]1[CH2:12][N:8]([C:6]([O:5][C:1]([CH3:2])([CH3:3])[CH3:4])=[O:7])[C@H:9]([C:15]([O:17][CH2:40][C:41]2[CH:46]=[CH:45][CH:44]=[CH:43][CH:42]=2)=[O:16])[CH2:10]1)[CH3:14], predict the reactants needed to synthesize it. The reactants are: [C:1]([O:5][C:6]([N:8]1[CH2:12][C@@H:11]([CH2:13][CH3:14])[CH2:10][C@H:9]1[C:15]([OH:17])=[O:16])=[O:7])([CH3:4])([CH3:3])[CH3:2].CC([O-])(C)C.[K+].O=C1CN(C(OC(C)(C)C)=O)[C@H](C(O[CH2:40][C:41]2[CH:46]=[CH:45][CH:44]=[CH:43][CH:42]=2)=O)C1. (3) Given the product [ClH:1].[ClH:1].[CH3:18][C:13]1[CH:12]=[CH:11][CH:16]=[CH:15][C:14]=1[NH2:17], predict the reactants needed to synthesize it. The reactants are: [ClH:1].Cl.CN1CCCN([C:11]2[CH:16]=[CH:15][C:14]([NH2:17])=[CH:13][CH:12]=2)CC1.[CH2:18](O)C. (4) Given the product [CH:26]1([CH:32]([C:7]2[C:8]3[CH:15]=[CH:14][N:13]([Si:16]([CH:23]([CH3:25])[CH3:24])([CH:20]([CH3:22])[CH3:21])[CH:17]([CH3:19])[CH3:18])[C:9]=3[N:10]=[CH:11][N:12]=2)[OH:33])[CH2:31][CH2:30][CH2:29][CH2:28][CH2:27]1, predict the reactants needed to synthesize it. The reactants are: C([Li])CCC.I[C:7]1[C:8]2[CH:15]=[CH:14][N:13]([Si:16]([CH:23]([CH3:25])[CH3:24])([CH:20]([CH3:22])[CH3:21])[CH:17]([CH3:19])[CH3:18])[C:9]=2[N:10]=[CH:11][N:12]=1.[CH:26]1([CH:32]=[O:33])[CH2:31][CH2:30][CH2:29][CH2:28][CH2:27]1.[Cl-].[NH4+]. (5) Given the product [CH2:22]([N:29]1[CH:20]=[C:19]([C:18]2[C:17](=[O:21])[NH:16][C:10]3[C:9]([C:1]=2[C:2]2[CH:7]=[CH:6][CH:5]=[CH:4][CH:3]=2)=[CH:14][C:13]([Cl:15])=[CH:12][CH:11]=3)[N:31]=[N:30]1)[C:23]1[CH:28]=[CH:27][CH:26]=[CH:25][CH:24]=1, predict the reactants needed to synthesize it. The reactants are: [C:1]([C:9]1[CH:14]=[C:13]([Cl:15])[CH:12]=[CH:11][C:10]=1[NH:16][C:17](=[O:21])[CH2:18][C:19]#[CH:20])(=O)[C:2]1[CH:7]=[CH:6][CH:5]=[CH:4][CH:3]=1.[CH2:22]([N:29]=[N+:30]=[N-:31])[C:23]1[CH:28]=[CH:27][CH:26]=[CH:25][CH:24]=1.O=C1O[C@H]([C@H](CO)O)C([O-])=C1O.[Na+]. (6) Given the product [CH:6]([NH:10][C:11]1[CH:12]=[C:13]([N:20]([CH2:28][CH:29]2[CH2:30][CH2:31][O:32][CH2:33][CH2:34]2)[C:21](=[O:27])[O:22][C:23]([CH3:25])([CH3:26])[CH3:24])[C:14]2[N:15]([C:17]([I:42])=[CH:18][N:19]=2)[N:16]=1)([CH2:8][CH3:9])[CH3:7], predict the reactants needed to synthesize it. The reactants are: CN(C=O)C.[CH:6]([NH:10][C:11]1[CH:12]=[C:13]([N:20]([CH2:28][CH:29]2[CH2:34][CH2:33][O:32][CH2:31][CH2:30]2)[C:21](=[O:27])[O:22][C:23]([CH3:26])([CH3:25])[CH3:24])[C:14]2[N:15]([CH:17]=[CH:18][N:19]=2)[N:16]=1)([CH2:8][CH3:9])[CH3:7].C1C(=O)N([I:42])C(=O)C1.OS([O-])=O.[Na+]. (7) Given the product [NH2:38][C:37]1[CH:36]=[CH:35][CH:34]=[CH:44][C:43]=1[NH:42][C:29]([C:28]1[CH:27]=[CH:26][C:25]([NH:21][C:22]2[N:23]=[C:45]([C:46]3[N:7]4[CH:8]=[CH:9][C:4]([C:3]([O:2][CH3:1])=[O:11])=[CH:5][C:6]4=[N:10][C:47]=3[CH3:48])[CH:50]=[CH:49][N:24]=2)=[CH:33][CH:32]=1)=[O:31], predict the reactants needed to synthesize it. The reactants are: [CH3:1][O:2][C:3](=[O:11])[C:4]1[CH:9]=[CH:8][N:7]=[C:6]([NH2:10])[CH:5]=1.ClC(C(=O)C)C(=O)C.Cl.[NH:21]([C:25]1[CH:33]=[CH:32][C:28]([C:29]([OH:31])=O)=[CH:27][CH:26]=1)[C:22]([NH2:24])=[NH:23].[CH2:34]1[CH2:44][CH2:43][N:42]2[C:37](=[N:38]CCC2)[CH2:36][CH2:35]1.[C:45]1(N)[C:46](N)=[CH:47][CH:48]=[CH:49][CH:50]=1.C1C=CC2N(O)N=NC=2C=1.C(N(CC)CC)C. (8) Given the product [Cl:12][C:13]1[CH:14]=[C:15]([C:24]2[C:32]3[C:27](=[CH:28][C:29]([C:34]#[N:35])=[C:30]([O:5][N:4]=[C:2]([CH3:3])[CH3:1])[CH:31]=3)[N:26]([CH3:36])[N:25]=2)[CH:16]=[N:17][C:18]=1[O:19][CH2:20][CH:21]([CH3:23])[CH3:22], predict the reactants needed to synthesize it. The reactants are: [CH3:1][C:2](=[N:4][OH:5])[CH3:3].CC([O-])(C)C.[K+].[Cl:12][C:13]1[CH:14]=[C:15]([C:24]2[C:32]3[C:27](=[CH:28][C:29]([C:34]#[N:35])=[C:30](F)[CH:31]=3)[N:26]([CH3:36])[N:25]=2)[CH:16]=[N:17][C:18]=1[O:19][CH2:20][CH:21]([CH3:23])[CH3:22].Cl. (9) Given the product [F:1][C:2]1[CH:3]=[C:4]([CH:52]=[CH:53][CH:54]=1)[O:5][C:6]1([CH2:50][OH:51])[CH2:11][CH2:10][CH2:9][CH:8]([NH:12][C:13]([C:15]2[CH:16]=[C:17]3[C:21](=[CH:22][CH:23]=2)[NH:20][N:19]=[C:18]3[C:43]2[CH:48]=[CH:47][N:46]=[C:45]([CH3:49])[CH:44]=2)=[O:14])[CH2:7]1, predict the reactants needed to synthesize it. The reactants are: [F:1][C:2]1[CH:3]=[C:4]([CH:52]=[CH:53][CH:54]=1)[O:5][C:6]1([CH2:50][OH:51])[CH2:11][CH2:10][CH2:9][CH:8]([NH:12][C:13]([C:15]2[CH:16]=[C:17]3[C:21](=[CH:22][CH:23]=2)[N:20](C(C2C=CC=CC=2)(C2C=CC=CC=2)C2C=CC=CC=2)[N:19]=[C:18]3[C:43]2[CH:48]=[CH:47][N:46]=[C:45]([CH3:49])[CH:44]=2)=[O:14])[CH2:7]1.[SiH](CC)(CC)CC.